Dataset: Forward reaction prediction with 1.9M reactions from USPTO patents (1976-2016). Task: Predict the product of the given reaction. (1) Given the reactants Cl[C:2]1[N:7]=[CH:6][C:5]([S:8]([N:11]2[CH2:20][CH2:19][C:18]3[C@:13]([CH2:31][O:32][CH2:33][CH2:34][OH:35])([CH2:14][C:15]4[CH:23]=[N:22][N:21]([C:24]5[CH:29]=[CH:28][C:27]([F:30])=[CH:26][CH:25]=5)[C:16]=4[CH:17]=3)[CH2:12]2)(=[O:10])=[O:9])=[CH:4][CH:3]=1.[F:36][C@@H:37]1[CH2:41][CH2:40][NH:39][CH2:38]1, predict the reaction product. The product is: [F:30][C:27]1[CH:28]=[CH:29][C:24]([N:21]2[C:16]3[CH:17]=[C:18]4[C@:13]([CH2:31][O:32][CH2:33][CH2:34][OH:35])([CH2:14][C:15]=3[CH:23]=[N:22]2)[CH2:12][N:11]([S:8]([C:5]2[CH:6]=[N:7][C:2]([N:39]3[CH2:40][CH2:41][C@@H:37]([F:36])[CH2:38]3)=[CH:3][CH:4]=2)(=[O:9])=[O:10])[CH2:20][CH2:19]4)=[CH:25][CH:26]=1. (2) Given the reactants [CH3:1][S:2]([C:5]1[CH:13]=[CH:12][CH:11]=[CH:10][C:6]=1[C:7](Cl)=[O:8])(=[O:4])=[O:3].[CH2:14]([NH:21][C:22]([C:24]1[S:28][C:27]([NH2:29])=[N:26][C:25]=1[CH3:30])=[O:23])[C:15]1[CH:20]=[CH:19][CH:18]=[CH:17][CH:16]=1, predict the reaction product. The product is: [CH2:14]([NH:21][C:22]([C:24]1[S:28][C:27]([NH:29][C:7](=[O:8])[C:6]2[CH:10]=[CH:11][CH:12]=[CH:13][C:5]=2[S:2]([CH3:1])(=[O:4])=[O:3])=[N:26][C:25]=1[CH3:30])=[O:23])[C:15]1[CH:20]=[CH:19][CH:18]=[CH:17][CH:16]=1. (3) Given the reactants [CH3:1][O:2][C:3]1[CH:8]=[CH:7][C:6]([CH2:9][C:10](=O)[CH3:11])=[CH:5][C:4]=1[S:13]([NH2:16])(=[O:15])=[O:14].[CH2:17]([O:19][C:20]1[CH:29]=[CH:28][CH:27]=[CH:26][C:21]=1[O:22][CH2:23][CH2:24][NH2:25])[CH3:18].[H][H].[ClH:32], predict the reaction product. The product is: [CH3:18][CH2:17][O:19][C:20]1[CH:29]=[CH:28][CH:27]=[CH:26][C:21]=1[O:22][CH2:23][CH2:24][NH:25][C@@H:10]([CH2:9][C:6]1[CH:7]=[CH:8][C:3]([O:2][CH3:1])=[C:4]([S:13]([NH2:16])(=[O:15])=[O:14])[CH:5]=1)[CH3:11].[ClH:32].